From a dataset of Forward reaction prediction with 1.9M reactions from USPTO patents (1976-2016). Predict the product of the given reaction. (1) The product is: [NH2:18][C:19]1[N:24]=[C:23]([C:25]([NH:17][CH:15]([C:5]2[CH:6]=[N:7][C:8]([O:9][CH2:10][C:11]([F:12])([F:13])[F:14])=[C:3]([Cl:2])[CH:4]=2)[CH3:16])=[O:26])[CH:22]=[C:21]([CH3:28])[N:20]=1. Given the reactants Cl.[Cl:2][C:3]1[CH:4]=[C:5]([CH:15]([NH2:17])[CH3:16])[CH:6]=[N:7][C:8]=1[O:9][CH2:10][C:11]([F:14])([F:13])[F:12].[NH2:18][C:19]1[N:24]=[C:23]([C:25](O)=[O:26])[CH:22]=[C:21]([CH3:28])[N:20]=1, predict the reaction product. (2) Given the reactants [NH2:1][C:2]1[N:10]=[CH:9][CH:8]=[CH:7][C:3]=1[C:4]([OH:6])=O.ON1C2C=CC=CC=2N=N1.CCN=C=NCCCN(C)C.[O:32]1[C:36]2[CH:37]=[CH:38][C:39]([O:41][C:42]3[CH:43]=[C:44]([CH:47]=[CH:48][CH:49]=3)[CH2:45][NH2:46])=[CH:40][C:35]=2[O:34][CH2:33]1.C(=O)(O)[O-].[Na+], predict the reaction product. The product is: [O:32]1[C:36]2[CH:37]=[CH:38][C:39]([O:41][C:42]3[CH:43]=[C:44]([CH2:45][NH:46][C:4](=[O:6])[C:3]4[CH:7]=[CH:8][CH:9]=[N:10][C:2]=4[NH2:1])[CH:47]=[CH:48][CH:49]=3)=[CH:40][C:35]=2[O:34][CH2:33]1. (3) Given the reactants Br[C:2]1[CH:3]=[N:4][CH:5]=[C:6]([CH:9]=1)[CH:7]=[O:8].P([O-])([O-])([O-])=O.[K+].[K+].[K+].[CH:18]([NH2:21])([CH3:20])[CH3:19], predict the reaction product. The product is: [CH:18]([NH:21][C:2]1[CH:3]=[N:4][CH:5]=[C:6]([CH:9]=1)[CH:7]=[O:8])([CH3:20])[CH3:19]. (4) Given the reactants [Br:1][C:2]1[C:3]([O:11][CH3:12])=[C:4]([C:7]([O:9]C)=[O:8])[S:5][CH:6]=1.[OH-].[K+], predict the reaction product. The product is: [Br:1][C:2]1[C:3]([O:11][CH3:12])=[C:4]([C:7]([OH:9])=[O:8])[S:5][CH:6]=1. (5) Given the reactants [F:1][C:2]1[CH:3]=[C:4]([CH:28]=[CH:29][CH:30]=1)[CH2:5][NH:6][C:7](=[O:27])[NH:8][C:9]1[S:10][CH:11]=[C:12]([CH2:14][N:15]([CH3:26])[C:16]([C:18]2[CH:23]=[C:22]([Cl:24])[N:21]=[N:20][C:19]=2Cl)=[O:17])[N:13]=1.[CH3:31][OH:32].[OH-].[Na+], predict the reaction product. The product is: [Cl:24][C:22]1[N:21]=[N:20][C:19]([O:32][CH3:31])=[C:18]([C:16]([N:15]([CH2:14][C:12]2[N:13]=[C:9]([NH:8][C:7]([NH:6][CH2:5][C:4]3[CH:28]=[CH:29][CH:30]=[C:2]([F:1])[CH:3]=3)=[O:27])[S:10][CH:11]=2)[CH3:26])=[O:17])[CH:23]=1.